This data is from Catalyst prediction with 721,799 reactions and 888 catalyst types from USPTO. The task is: Predict which catalyst facilitates the given reaction. (1) Reactant: C(OC(=O)[N:7]([CH2:18][C:19]1[CH:24]=[CH:23][C:22]([F:25])=[C:21]([F:26])[CH:20]=1)[C:8]1[S:12][C:11]2[CH:13]=[CH:14][CH:15]=[CH:16][C:10]=2[C:9]=1[CH3:17])(C)(C)C. Product: [F:26][C:21]1[CH:20]=[C:19]([CH:24]=[CH:23][C:22]=1[F:25])[CH2:18][NH:7][C:8]1[S:12][C:11]2[CH:13]=[CH:14][CH:15]=[CH:16][C:10]=2[C:9]=1[CH3:17]. The catalyst class is: 281. (2) Reactant: [Cl:1][C:2]1[C:10]2[C:5](=[CH:6][C:7]([S:11]([N:14]3[CH2:19][CH2:18][N:17]([C:20]([CH:22]4[CH2:27][CH2:26][N:25]([C:28]5[CH:29]=[CH:30][C:31](=[O:35])[N:32]([CH3:34])[N:33]=5)[CH2:24][CH2:23]4)=[O:21])[CH2:16][CH:15]3O)(=[O:13])=[O:12])=[CH:8][CH:9]=2)[NH:4][CH:3]=1. Product: [Cl:1][C:2]1[C:10]2[C:5](=[CH:6][C:7]([S:11]([N:14]3[CH:15]=[CH:16][N:17]([C:20]([CH:22]4[CH2:27][CH2:26][N:25]([C:28]5[CH:29]=[CH:30][C:31](=[O:35])[N:32]([CH3:34])[N:33]=5)[CH2:24][CH2:23]4)=[O:21])[CH2:18][CH2:19]3)(=[O:12])=[O:13])=[CH:8][CH:9]=2)[NH:4][CH:3]=1. The catalyst class is: 240. (3) Reactant: O[CH:2]1[C:10]2[C:5](=[CH:6][CH:7]=[CH:8][CH:9]=2)[C:4]2([C:14](=[O:15])[NH:13][C:12](=[O:16])[NH:11]2)[CH2:3]1.O.CC1C=CC(S(O)(=O)=O)=CC=1. Product: [C:4]12([C:14](=[O:15])[NH:13][C:12](=[O:16])[NH:11]1)[C:5]1[C:10](=[CH:9][CH:8]=[CH:7][CH:6]=1)[CH:2]=[CH:3]2. The catalyst class is: 11. (4) Reactant: C[O:2][C:3](=[O:29])[C@@H:4]([N:12]1[CH2:16][C:15]([O:17][C:18]2[CH:23]=[CH:22][CH:21]=[C:20]([C:24]([F:27])([F:26])[F:25])[CH:19]=2)=[CH:14][C:13]1=[O:28])[CH2:5][CH:6]1[CH2:11][CH2:10][CH2:9][CH2:8][CH2:7]1.[OH-].[Li+]. Product: [CH:6]1([CH2:5][C@H:4]([N:12]2[CH2:16][C:15]([O:17][C:18]3[CH:23]=[CH:22][CH:21]=[C:20]([C:24]([F:25])([F:26])[F:27])[CH:19]=3)=[CH:14][C:13]2=[O:28])[C:3]([OH:29])=[O:2])[CH2:11][CH2:10][CH2:9][CH2:8][CH2:7]1. The catalyst class is: 30. (5) Reactant: [Cl:1][C:2]1[C:3]([NH:11][CH2:12][C:13]2[CH:18]=[CH:17][C:16]([O:19][CH3:20])=[CH:15][C:14]=2[O:21][CH3:22])=[N:4][CH:5]=[C:6]([CH:10]=1)[C:7]([O-:9])=[O:8].[OH-].[Na+]. Product: [Cl:1][C:2]1[C:3]([NH:11][CH2:12][C:13]2[CH:18]=[CH:17][C:16]([O:19][CH3:20])=[CH:15][C:14]=2[O:21][CH3:22])=[N:4][CH:5]=[C:6]([CH:10]=1)[C:7]([OH:9])=[O:8]. The catalyst class is: 8. (6) Reactant: [Cl:1][C:2]1[CH:7]=[CH:6][N:5]([C:8]2[C:13]([F:14])=[CH:12][CH:11]=[CH:10][C:9]=2[F:15])[C:4](=[O:16])[C:3]=1[C:17]#[N:18].[Br:19]N1C(=O)CCC1=O.O. Product: [Br:19][C:7]1[C:2]([Cl:1])=[C:3]([C:17]#[N:18])[C:4](=[O:16])[N:5]([C:8]2[C:13]([F:14])=[CH:12][CH:11]=[CH:10][C:9]=2[F:15])[CH:6]=1. The catalyst class is: 9.